Dataset: Forward reaction prediction with 1.9M reactions from USPTO patents (1976-2016). Task: Predict the product of the given reaction. Given the reactants Br[C:2]1[CH:17]=[CH:16][C:5]([O:6][C:7]2[NH:11][C:10]3[CH:12]=[CH:13][CH:14]=[CH:15][C:9]=3[N:8]=2)=[CH:4][CH:3]=1.[B:18]1([B:18]2[O:22][C:21]([CH3:24])([CH3:23])[C:20]([CH3:26])([CH3:25])[O:19]2)[O:22][C:21]([CH3:24])([CH3:23])[C:20]([CH3:26])([CH3:25])[O:19]1.C([O-])(=O)C.[K+].C1COCC1.CS(C)=O, predict the reaction product. The product is: [CH3:25][C:20]1([CH3:26])[C:21]([CH3:24])([CH3:23])[O:22][B:18]([C:2]2[CH:17]=[CH:16][C:5]([O:6][C:7]3[NH:11][C:10]4[CH:12]=[CH:13][CH:14]=[CH:15][C:9]=4[N:8]=3)=[CH:4][CH:3]=2)[O:19]1.